This data is from Full USPTO retrosynthesis dataset with 1.9M reactions from patents (1976-2016). The task is: Predict the reactants needed to synthesize the given product. Given the product [Cl:15][C:16]1[CH:17]=[C:18]([CH:21]=[CH:22][C:23]=1[Cl:24])[CH2:19][NH:20][C:2]1[C:11]2[C:6](=[C:7]([S:12][CH3:13])[CH:8]=[CH:9][CH:10]=2)[N:5]=[C:4]([CH3:14])[CH:3]=1, predict the reactants needed to synthesize it. The reactants are: Cl[C:2]1[C:11]2[C:6](=[C:7]([S:12][CH3:13])[CH:8]=[CH:9][CH:10]=2)[N:5]=[C:4]([CH3:14])[CH:3]=1.[Cl:15][C:16]1[CH:17]=[C:18]([CH:21]=[CH:22][C:23]=1[Cl:24])[CH2:19][NH2:20].